Dataset: Reaction yield outcomes from USPTO patents with 853,638 reactions. Task: Predict the reaction yield, written as a fraction of the theoretical maximum amount of product (1.0 means a 100% yield; for example, 0.34 means a 34% yield). (1) The reactants are [O:1]1[CH:6]=[CH:5][CH2:4][CH2:3][CH2:2]1.[C:7]([SiH2:11][O:12][C:13]([CH3:32])([CH3:31])[C:14]1[CH:19]=[CH:18][C:17]([CH:20]([OH:30])[C:21]2[CH:22]=[CH:23][C:24]([F:29])=[C:25]([CH:28]=2)[C:26]#[N:27])=[CH:16][CH:15]=1)([CH3:10])([CH3:9])[CH3:8].[NH+]1C=CC=CC=1.C1(C)C(S([O-])(=O)=O)=CC=CC=1. The catalyst is ClCCl. The product is [C:7]([SiH2:11][O:12][C:13]([CH3:32])([CH3:31])[C:14]1[CH:15]=[CH:16][C:17]([CH:20]([O:30][CH:6]2[CH2:5][CH2:4][CH2:3][CH2:2][O:1]2)[C:21]2[CH:22]=[CH:23][C:24]([F:29])=[C:25]([CH:28]=2)[C:26]#[N:27])=[CH:18][CH:19]=1)([CH3:10])([CH3:8])[CH3:9]. The yield is 0.980. (2) The reactants are [NH2:1][C:2]1[CH:3]=[N:4][N:5]([CH3:11])[C:6]=1[C:7]([O:9][CH3:10])=[O:8].[F:12][C:13]1[CH:21]=[CH:20][C:16]([C:17](Cl)=[O:18])=[CH:15][CH:14]=1. The catalyst is C1COCC1. The product is [F:12][C:13]1[CH:21]=[CH:20][C:16]([C:17]([NH:1][C:2]2[CH:3]=[N:4][N:5]([CH3:11])[C:6]=2[C:7]([O:9][CH3:10])=[O:8])=[O:18])=[CH:15][CH:14]=1. The yield is 0.450. (3) The reactants are CC1C=CC(S(O[CH2:12][CH2:13][CH2:14][C:15]2[C:23]3[C:18](=[CH:19][CH:20]=[C:21]([C:24]#[N:25])[CH:22]=3)[NH:17][CH:16]=2)(=O)=O)=CC=1.[N:26]1([C:32]2[N:37]=[C:36]([C:38]#[N:39])[CH:35]=[CH:34][N:33]=2)[CH2:31][CH2:30][NH:29][CH2:28][CH2:27]1.C(=O)([O-])[O-].[K+].[K+].[I-].[K+]. The catalyst is C(#N)C. The product is [C:38]([C:36]1[CH:35]=[CH:34][N:33]=[C:32]([N:26]2[CH2:27][CH2:28][N:29]([CH2:12][CH2:13][CH2:14][C:15]3[C:23]4[C:18](=[CH:19][CH:20]=[C:21]([C:24]#[N:25])[CH:22]=4)[NH:17][CH:16]=3)[CH2:30][CH2:31]2)[N:37]=1)#[N:39]. The yield is 0.600. (4) The reactants are [Cl:1][C:2]1[N:7]=[C:6]([N:8]2[CH2:13][CH2:12][O:11][CH2:10][C@H:9]2[CH3:14])[CH:5]=[C:4]([CH2:15][S:16][CH3:17])[N:3]=1.C1C=C(Cl)C=C(C(OO)=[O:26])C=1. The catalyst is C(Cl)Cl.C1C=C(Cl)C=C(C(OO)=O)C=1. The product is [Cl:1][C:2]1[N:7]=[C:6]([N:8]2[CH2:13][CH2:12][O:11][CH2:10][C@H:9]2[CH3:14])[CH:5]=[C:4]([CH2:15][S@@:16]([CH3:17])=[O:26])[N:3]=1. The yield is 0.290. (5) The yield is 0.290. The reactants are C1C=C(Cl)C=C(C(OO)=O)C=1.[Cl:12][C:13]1[CH:18]=[CH:17][CH:16]=[C:15]([Cl:19])[C:14]=1[N:20]1[CH:31]=[CH:30][C:23]2[N:24]=[C:25](SC)[N:26]=[CH:27][C:22]=2[C:21]1=[O:32].CCN(C(C)C)C(C)C.[CH3:42][N:43]1[CH2:48][CH2:47][N:46]([C:49]2[CH:50]=[C:51]([CH:53]=[CH:54][CH:55]=2)[NH2:52])[CH2:45][CH2:44]1. The catalyst is C(Cl)Cl.C1(C)C=CC=CC=1. The product is [Cl:12][C:13]1[CH:18]=[CH:17][CH:16]=[C:15]([Cl:19])[C:14]=1[N:20]1[CH:31]=[CH:30][C:23]2[N:24]=[C:25]([NH:52][C:51]3[CH:53]=[CH:54][CH:55]=[C:49]([N:46]4[CH2:45][CH2:44][N:43]([CH3:42])[CH2:48][CH2:47]4)[CH:50]=3)[N:26]=[CH:27][C:22]=2[C:21]1=[O:32]. (6) The reactants are [Cl:1][C:2]1[CH:7]=[CH:6][CH:5]=[CH:4][C:3]=1[C:8]1[C:13]([O:14]C)=[CH:12][CH:11]=[CH:10][C:9]=1[F:16]. The catalyst is Br. The product is [Cl:1][C:2]1[CH:7]=[CH:6][CH:5]=[CH:4][C:3]=1[C:8]1[C:13]([OH:14])=[CH:12][CH:11]=[CH:10][C:9]=1[F:16]. The yield is 0.570. (7) The reactants are [CH3:1][C:2]1[O:6][N:5]=[C:4]([C:7]2[CH:12]=[CH:11][CH:10]=[CH:9][CH:8]=2)[C:3]=1[CH2:13][O:14][C:15]1[CH:23]=[CH:22][C:18]([C:19]([OH:21])=O)=[CH:17][N:16]=1.[NH:24]1[CH2:29][CH2:28][S:27][CH2:26][CH2:25]1. No catalyst specified. The product is [CH3:1][C:2]1[O:6][N:5]=[C:4]([C:7]2[CH:8]=[CH:9][CH:10]=[CH:11][CH:12]=2)[C:3]=1[CH2:13][O:14][C:15]1[N:16]=[CH:17][C:18]([C:19]([N:24]2[CH2:29][CH2:28][S:27][CH2:26][CH2:25]2)=[O:21])=[CH:22][CH:23]=1. The yield is 0.970. (8) The product is [C:1](=[O:13])([S:6][C:7]1[CH:12]=[CH:11][CH:10]=[CH:9][CH:8]=1)[O:2][CH:3]([O:19][C:14](=[O:18])[CH:15]([CH3:17])[CH3:16])[CH3:4]. The yield is 0.970. The reactants are [C:1](=[O:13])([S:6][C:7]1[CH:12]=[CH:11][CH:10]=[CH:9][CH:8]=1)[O:2][CH:3](Cl)[CH3:4].[C:14]([OH:19])(=[O:18])[CH:15]([CH3:17])[CH3:16].C(N(CC)CC)C.[I-].[Na+]. The catalyst is C(OCC)C. (9) The reactants are [C:1]1([C@@H:7]([NH:19][C:20]2[CH:25]=[CH:24][CH:23]=[CH:22][CH:21]=2)[C:8]([O:10][C@@H:11]2[CH:16]3[CH2:17][CH2:18][N:13]([CH2:14][CH2:15]3)[CH2:12]2)=[O:9])[CH:6]=[CH:5][CH:4]=[CH:3][CH:2]=1.[Br:26][CH2:27][C:28]([C:30]1[CH:35]=[CH:34][C:33]([F:36])=[CH:32][C:31]=1[OH:37])=[O:29]. The catalyst is CCOC(C)=O.C(#N)C. The product is [Br-:26].[F:36][C:33]1[CH:34]=[CH:35][C:30]([C:28](=[O:29])[CH2:27][N+:13]23[CH2:14][CH2:15][CH:16]([CH2:17][CH2:18]2)[C@@H:11]([O:10][C:8](=[O:9])[C@@H:7]([C:1]2[CH:2]=[CH:3][CH:4]=[CH:5][CH:6]=2)[NH:19][C:20]2[CH:25]=[CH:24][CH:23]=[CH:22][CH:21]=2)[CH2:12]3)=[C:31]([OH:37])[CH:32]=1. The yield is 0.910. (10) The reactants are N.[O-:2][N+:3]1[C:8]2[CH:9]=[CH:10][CH:11]=[CH:12][C:7]=2[N+:6]([O-:13])=[C:5]([NH:14][CH2:15][CH2:16][N:17]([CH3:27])[CH2:18][CH2:19][NH:20][C:21](=[O:26])[C:22](F)(F)F)[N:4]=1.N1(C(C2[CH:36]=[CH:37][CH:38]=[C:39]3[C:44]=2[N:43]=[C:42]([C:45]2[CH:50]=[CH:49][N:48]=[CH:47][CH:46]=2)[CH:41]=[CH:40]3)=O)C=CN=C1. The catalyst is CO. The product is [O-:2][N+:3]1[C:8]2[CH:9]=[CH:10][CH:11]=[CH:12][C:7]=2[N+:6]([O-:13])=[C:5]([NH:14][CH2:15][CH2:16][N:17]([CH3:27])[CH2:18][CH2:19][NH:20][C:21]([C:22]2[CH:36]=[CH:37][CH:38]=[C:39]3[C:44]=2[N:43]=[C:42]([C:45]2[CH:50]=[CH:49][N:48]=[CH:47][CH:46]=2)[CH:41]=[CH:40]3)=[O:26])[N:4]=1. The yield is 0.970.